From a dataset of CYP2C19 inhibition data for predicting drug metabolism from PubChem BioAssay. Regression/Classification. Given a drug SMILES string, predict its absorption, distribution, metabolism, or excretion properties. Task type varies by dataset: regression for continuous measurements (e.g., permeability, clearance, half-life) or binary classification for categorical outcomes (e.g., BBB penetration, CYP inhibition). Dataset: cyp2c19_veith. (1) The compound is c1ccc2sc(C3(N4CCCCC4)CCCCC3)cc2c1. The result is 0 (non-inhibitor). (2) The compound is CCOC(=O)C[C@@H](CC(C)=O)C(=O)OCC. The result is 0 (non-inhibitor). (3) The drug is CN1CCN(C(c2ccccc2)c2ccccc2)CC1. The result is 0 (non-inhibitor). (4) The molecule is C[C@H]1CN(CCCn2c3ccccc3c3ccccc32)C[C@@H](C)N1. The result is 1 (inhibitor). (5) The molecule is O=C(O)Cc1c[nH]c2ccc(O)cc12. The result is 0 (non-inhibitor).